From a dataset of Forward reaction prediction with 1.9M reactions from USPTO patents (1976-2016). Predict the product of the given reaction. (1) Given the reactants [NH2:1]/[C:2](/[CH3:8])=[CH:3]\[C:4]([O:6][CH3:7])=[O:5].[CH3:9][S:10]([OH:13])(=[O:12])=[O:11].[H][H], predict the reaction product. The product is: [CH3:9][S:10]([OH:13])(=[O:12])=[O:11].[NH2:1][CH:2]([CH3:8])[CH2:3][C:4]([O:6][CH3:7])=[O:5]. (2) Given the reactants [F:1][C:2]1[CH:3]=[C:4]([N:10]2[CH2:14][CH:13]([CH2:15][OH:16])[CH2:12][C:11]2=[O:17])[CH:5]=[CH:6][C:7]=1[O:8][CH3:9].[C:18]1(O)[CH:23]=[CH:22][CH:21]=[CH:20][CH:19]=1.C1C=CC(P(C2C=CC=CC=2)C2C=CC=CC=2)=CC=1.CC(OC(/N=N/C(OC(C)C)=O)=O)C, predict the reaction product. The product is: [F:1][C:2]1[CH:3]=[C:4]([N:10]2[CH2:14][CH:13]([CH2:15][O:16][C:18]3[CH:23]=[CH:22][CH:21]=[CH:20][CH:19]=3)[CH2:12][C:11]2=[O:17])[CH:5]=[CH:6][C:7]=1[O:8][CH3:9]. (3) The product is: [CH3:7][O:8][C:9]1[CH:14]=[CH:13][C:12]([C:15]2([CH2:21][NH2:22])[CH2:16][CH2:17][O:18][CH2:19][CH2:20]2)=[CH:11][CH:10]=1. Given the reactants [H-].[H-].[H-].[H-].[Li+].[Al+3].[CH3:7][O:8][C:9]1[CH:14]=[CH:13][C:12]([C:15]2([C:21]#[N:22])[CH2:20][CH2:19][O:18][CH2:17][CH2:16]2)=[CH:11][CH:10]=1.[OH-].[Na+], predict the reaction product. (4) Given the reactants Br[C:2]1[CH:7]=[CH:6][C:5]([C:8]2[S:9][C:10]3[CH:16]=[CH:15][CH:14]=[CH:13][C:11]=3[N:12]=2)=[CH:4][CH:3]=1.C([Li])CCC.[C:22]1([C:28]2[C:41]3[C:32](=[C:33]4[C:38](=[CH:39][CH:40]=3)[C:37]([C:42]3[CH:47]=[CH:46][CH:45]=[CH:44][CH:43]=3)=[CH:36][CH:35]=[N:34]4)[N:31]=[CH:30][CH:29]=2)[CH:27]=[CH:26][CH:25]=[CH:24][CH:23]=1.O, predict the reaction product. The product is: [S:9]1[C:10]2[CH:16]=[CH:15][CH:14]=[CH:13][C:11]=2[N:12]=[C:8]1[C:5]1[CH:6]=[CH:7][C:2]([C:35]2[CH:36]=[C:37]([C:42]3[CH:47]=[CH:46][CH:45]=[CH:44][CH:43]=3)[C:38]3[C:33](=[C:32]4[C:41](=[CH:40][CH:39]=3)[C:28]([C:22]3[CH:23]=[CH:24][CH:25]=[CH:26][CH:27]=3)=[CH:29][CH:30]=[N:31]4)[N:34]=2)=[CH:3][CH:4]=1. (5) Given the reactants [Br-].[CH2:2]([O:8][C:9]1[CH:34]=[CH:33][C:12]([CH2:13][P+](C2C=CC=CC=2)(C2C=CC=CC=2)C2C=CC=CC=2)=[CH:11][CH:10]=1)[CH2:3][CH2:4][CH2:5][CH2:6][CH3:7].O.[CH2:36]([OH:38])[CH3:37], predict the reaction product. The product is: [OH:38][CH2:36][C:37]1[CH:34]=[CH:33][C:12](/[CH:13]=[CH:13]/[C:12]2[CH:11]=[CH:10][C:9]([O:8][CH2:2][CH2:3][CH2:4][CH2:5][CH2:6][CH3:7])=[CH:34][CH:33]=2)=[CH:11][CH:10]=1. (6) Given the reactants [CH3:1][C:2]1[CH:7]=[CH:6][CH:5]=[C:4]([CH3:8])[C:3]=1[CH2:9][NH:10][C:11]1[C:12]2[N:13]([CH:22]=[C:23]([CH3:25])[N:24]=2)[CH:14]=[C:15]([N:17]2[CH:21]=[N:20][CH:19]=[N:18]2)[CH:16]=1.[CH2:26]=O.Cl.[CH3:29][NH:30][CH3:31], predict the reaction product. The product is: [CH3:29][N:30]([CH2:26][C:22]1[N:13]2[CH:14]=[C:15]([N:17]3[CH:21]=[N:20][CH:19]=[N:18]3)[CH:16]=[C:11]([NH:10][CH2:9][C:3]3[C:2]([CH3:1])=[CH:7][CH:6]=[CH:5][C:4]=3[CH3:8])[C:12]2=[N:24][C:23]=1[CH3:25])[CH3:31].